Dataset: Full USPTO retrosynthesis dataset with 1.9M reactions from patents (1976-2016). Task: Predict the reactants needed to synthesize the given product. (1) Given the product [CH3:3][O:1][C:14]1[CH:19]=[C:18]([C:20]2[C:28]3[C:23](=[CH:24][CH:25]=[C:26]([N+:29]([O-:31])=[O:30])[CH:27]=3)[N:22]([C:32]([C:45]3[CH:50]=[CH:49][CH:48]=[CH:47][CH:46]=3)([C:39]3[CH:44]=[CH:43][CH:42]=[CH:41][CH:40]=3)[C:33]3[CH:38]=[CH:37][CH:36]=[CH:35][CH:34]=3)[N:21]=2)[CH:17]=[CH:16][N:15]=1, predict the reactants needed to synthesize it. The reactants are: [O:1]([CH3:3])[K].CO.C1(C)C=CC=CC=1.F[C:14]1[CH:19]=[C:18]([C:20]2[C:28]3[C:23](=[CH:24][CH:25]=[C:26]([N+:29]([O-:31])=[O:30])[CH:27]=3)[N:22]([C:32]([C:45]3[CH:50]=[CH:49][CH:48]=[CH:47][CH:46]=3)([C:39]3[CH:44]=[CH:43][CH:42]=[CH:41][CH:40]=3)[C:33]3[CH:38]=[CH:37][CH:36]=[CH:35][CH:34]=3)[N:21]=2)[CH:17]=[CH:16][N:15]=1. (2) Given the product [CH3:1][C:2]1[CH:7]=[CH:6][CH:5]=[C:4]([CH3:8])[C:3]=1[C:9]1[CH:10]=[C:11]([CH:14]=[CH:15][CH:16]=1)[CH2:12][Cl:19], predict the reactants needed to synthesize it. The reactants are: [CH3:1][C:2]1[CH:7]=[CH:6][CH:5]=[C:4]([CH3:8])[C:3]=1[C:9]1[CH:10]=[C:11]([CH:14]=[CH:15][CH:16]=1)[CH2:12]O.S(Cl)([Cl:19])=O.O.C(=O)(O)[O-].[Na+].